From a dataset of Full USPTO retrosynthesis dataset with 1.9M reactions from patents (1976-2016). Predict the reactants needed to synthesize the given product. Given the product [CH:8]1([CH2:7][S:6][CH2:5][CH:2]2[CH2:3][O:4][CH:13]([C:14]([F:17])([F:16])[F:15])[NH:1]2)[CH2:10][CH2:9]1, predict the reactants needed to synthesize it. The reactants are: [NH2:1][C@@H:2]([CH2:5][S:6][CH2:7][CH:8]1[CH2:10][CH2:9]1)[CH2:3][OH:4].CO[CH:13](O)[C:14]([F:17])([F:16])[F:15].O.